From a dataset of Forward reaction prediction with 1.9M reactions from USPTO patents (1976-2016). Predict the product of the given reaction. (1) Given the reactants [CH2:1]([N:8]1[CH2:13][CH2:12][CH:11]([NH2:14])[CH2:10][CH2:9]1)[C:2]1[CH:7]=[CH:6][CH:5]=[CH:4][CH:3]=1.Br[C:16]1[CH:17]=[C:18]([CH:21]=[CH:22][CH:23]=1)[C:19]#[N:20].C1C=CC(P(C2C(C3C(P(C4C=CC=CC=4)C4C=CC=CC=4)=CC=C4C=3C=CC=C4)=C3C(C=CC=C3)=CC=2)C2C=CC=CC=2)=CC=1.CC(C)([O-])C.[Na+], predict the reaction product. The product is: [CH2:1]([N:8]1[CH2:13][CH2:12][CH:11]([NH:14][C:16]2[CH:17]=[C:18]([CH:21]=[CH:22][CH:23]=2)[C:19]#[N:20])[CH2:10][CH2:9]1)[C:2]1[CH:3]=[CH:4][CH:5]=[CH:6][CH:7]=1. (2) The product is: [Br:13][CH2:14][CH2:15][O:16][CH2:17][CH2:18][O:1][N:2]1[C:3](=[O:12])[C:4]2[C:5](=[CH:8][CH:9]=[CH:10][CH:11]=2)[C:6]1=[O:7]. Given the reactants [OH:1][N:2]1[C:6](=[O:7])[C:5]2=[CH:8][CH:9]=[CH:10][CH:11]=[C:4]2[C:3]1=[O:12].[Br:13][CH2:14][CH2:15][O:16][CH2:17][CH2:18]Br.C(N(CC)CC)C.O, predict the reaction product. (3) Given the reactants [C:1]([C:5]1[CH:6]=[C:7]2[C:12](=[CH:13][CH:14]=1)[C:11](=[O:15])[NH:10][CH2:9][CH2:8]2)([CH3:4])([CH3:3])[CH3:2].Br[C:17]1[CH:24]=[CH:23][CH:22]=[C:21]([Cl:25])[C:18]=1[CH:19]=[O:20].C([O-])([O-])=O.[K+].[K+], predict the reaction product. The product is: [C:1]([C:5]1[CH:6]=[C:7]2[C:12](=[CH:13][CH:14]=1)[C:11](=[O:15])[N:10]([C:17]1[CH:24]=[CH:23][CH:22]=[C:21]([Cl:25])[C:18]=1[CH:19]=[O:20])[CH2:9][CH2:8]2)([CH3:4])([CH3:2])[CH3:3]. (4) Given the reactants [N:1]1[CH:6]=[CH:5][CH:4]=[C:3]([CH2:7][OH:8])[CH:2]=1.[H-].[Na+].[CH2:11]([O:18][C:19]1[CH:24]=[CH:23][C:22]([Br:25])=[C:21](F)[CH:20]=1)[C:12]1[CH:17]=[CH:16][CH:15]=[CH:14][CH:13]=1, predict the reaction product. The product is: [CH2:11]([O:18][C:19]1[CH:24]=[CH:23][C:22]([Br:25])=[C:21]([CH:20]=1)[O:8][CH2:7][C:3]1[CH:2]=[N:1][CH:6]=[CH:5][CH:4]=1)[C:12]1[CH:13]=[CH:14][CH:15]=[CH:16][CH:17]=1. (5) Given the reactants Cl.NO.[OH-].[Na+].CC1[N:8]([C@H:13]2[CH2:20][C@@:19]3([C:21]([O:23][CH3:24])=[O:22])[C@H:15]([CH2:16][CH2:17][CH2:18]3)[CH2:14]2)C(C)=CC=1, predict the reaction product. The product is: [NH2:8][C@H:13]1[CH2:20][C@@:19]2([C:21]([O:23][CH3:24])=[O:22])[C@H:15]([CH2:16][CH2:17][CH2:18]2)[CH2:14]1. (6) Given the reactants [C:1]([NH:8][C@H:9]([C:11]([OH:13])=O)[CH3:10])([O:3][C:4]([CH3:7])([CH3:6])[CH3:5])=[O:2].CN(C(ON1N=NC2C=CC=NC1=2)=[N+](C)C)C.F[P-](F)(F)(F)(F)F.CCN(C(C)C)C(C)C.[CH3:47][O:48][C:49](=[O:63])[C@H:50]([NH:53][CH2:54][C:55]1[CH:60]=[CH:59][C:58]([O:61][CH3:62])=[CH:57][CH:56]=1)[CH2:51][CH3:52], predict the reaction product. The product is: [CH3:47][O:48][C:49](=[O:63])[C@H:50]([N:53]([C:11](=[O:13])[C@@H:9]([NH:8][C:1]([O:3][C:4]([CH3:5])([CH3:6])[CH3:7])=[O:2])[CH3:10])[CH2:54][C:55]1[CH:60]=[CH:59][C:58]([O:61][CH3:62])=[CH:57][CH:56]=1)[CH2:51][CH3:52].